Task: Predict the reactants needed to synthesize the given product.. Dataset: Full USPTO retrosynthesis dataset with 1.9M reactions from patents (1976-2016) Given the product [Cl:28][C:29]1[N:33]([CH3:34])[N:32]=[C:31]([CH3:35])[C:30]=1[S:36]([O:27][C:23]1[CH:24]=[CH:25][CH:26]=[C:21]([C:6]2([C:13]3[CH:14]=[C:15]([Cl:20])[N:16]=[C:17]([Cl:19])[CH:18]=3)[C:7]3[C:12](=[CH:11][CH:10]=[CH:9][CH:8]=3)[C:4]([NH2:3])=[N:5]2)[CH:22]=1)(=[O:37])=[O:38], predict the reactants needed to synthesize it. The reactants are: [OH-].[Na+].[NH2:3][C:4]1[C:12]2[C:7](=[CH:8][CH:9]=[CH:10][CH:11]=2)[C:6]([C:21]2[CH:22]=[C:23]([OH:27])[CH:24]=[CH:25][CH:26]=2)([C:13]2[CH:18]=[C:17]([Cl:19])[N:16]=[C:15]([Cl:20])[CH:14]=2)[N:5]=1.[Cl:28][C:29]1[N:33]([CH3:34])[N:32]=[C:31]([CH3:35])[C:30]=1[S:36](Cl)(=[O:38])=[O:37].